Dataset: Forward reaction prediction with 1.9M reactions from USPTO patents (1976-2016). Task: Predict the product of the given reaction. Given the reactants [CH:1]1([C:4]2[N:5]=[C:6]3[CH:11]=[CH:10][C:9]([N+:12]([O-])=O)=[CH:8][N:7]3[C:15]=2[CH3:16])[CH2:3][CH2:2]1.[F:17][C:18]1[N:23]=[CH:22][C:21]([C:24]2[CH:29]=[CH:28][C:27]([C:30](O)=[O:31])=[CH:26][CH:25]=2)=[CH:20][CH:19]=1.[ClH:33].C(OCC)(=O)C, predict the reaction product. The product is: [ClH:33].[CH:1]1([C:4]2[N:5]=[C:6]3[CH:11]=[CH:10][C:9]([NH:12][C:30](=[O:31])[C:27]4[CH:26]=[CH:25][C:24]([C:21]5[CH:22]=[N:23][C:18]([F:17])=[CH:19][CH:20]=5)=[CH:29][CH:28]=4)=[CH:8][N:7]3[C:15]=2[CH3:16])[CH2:3][CH2:2]1.